This data is from Forward reaction prediction with 1.9M reactions from USPTO patents (1976-2016). The task is: Predict the product of the given reaction. (1) Given the reactants [CH2:1]([C:8]1[NH:9][C:10](=[O:15])[CH:11]=[C:12]([CH3:14])[N:13]=1)[C:2]1[CH:7]=[CH:6][CH:5]=[CH:4][CH:3]=1.Br[CH2:17][CH2:18][O:19][C:20]1[CH:27]=[CH:26][C:23]([CH:24]=[O:25])=[CH:22][CH:21]=1.[H-].[Na+], predict the reaction product. The product is: [CH2:1]([C:8]1[N:9]([CH2:17][CH2:18][O:19][C:20]2[CH:27]=[CH:26][C:23]([CH:24]=[O:25])=[CH:22][CH:21]=2)[C:10](=[O:15])[CH:11]=[C:12]([CH3:14])[N:13]=1)[C:2]1[CH:3]=[CH:4][CH:5]=[CH:6][CH:7]=1. (2) Given the reactants [CH2:1]([NH:8][C:9]1[C:14]2=[C:15]([C:18]3[CH:23]=[CH:22][CH:21]=[CH:20][CH:19]=3)[CH:16]=[CH:17][N:13]2[N:12]=[C:11]([C:24]2[CH:25]=[N:26][CH:27]=[C:28]([CH:30]3[CH2:34][O:33]C(C)(C)[O:31]3)[CH:29]=2)[N:10]=1)[C:2]1[CH:7]=[CH:6][CH:5]=[CH:4][CH:3]=1, predict the reaction product. The product is: [CH2:1]([NH:8][C:9]1[C:14]2=[C:15]([C:18]3[CH:23]=[CH:22][CH:21]=[CH:20][CH:19]=3)[CH:16]=[CH:17][N:13]2[N:12]=[C:11]([C:24]2[CH:29]=[C:28]([CH:30]([OH:31])[CH2:34][OH:33])[CH:27]=[N:26][CH:25]=2)[N:10]=1)[C:2]1[CH:7]=[CH:6][CH:5]=[CH:4][CH:3]=1. (3) Given the reactants [F:1][C:2]1[CH:7]=[CH:6][C:5]([CH2:8][CH2:9][CH2:10][OH:11])=[C:4]([S:12]([CH3:15])(=[O:14])=[O:13])[CH:3]=1.[Cr](Cl)([O-])(=O)=O.[NH+]1C=CC=CC=1, predict the reaction product. The product is: [F:1][C:2]1[CH:7]=[CH:6][C:5]([CH2:8][CH2:9][CH:10]=[O:11])=[C:4]([S:12]([CH3:15])(=[O:14])=[O:13])[CH:3]=1. (4) Given the reactants [NH2:1][C:2]1[C:3]2[C:10]([C:11]3[CH:16]=[CH:15][C:14]([O:17][C:18]4[CH:23]=[CH:22][CH:21]=[CH:20][CH:19]=4)=[CH:13][CH:12]=3)=[CH:9][NH:8][C:4]=2[N:5]=[CH:6][N:7]=1.[H-].[Na+].CC1C=CC(S(O[CH:37]2[CH2:41][CH2:40][N:39]([C:42]([O:44][C:45]([CH3:48])([CH3:47])[CH3:46])=[O:43])[CH2:38]2)(=O)=O)=CC=1, predict the reaction product. The product is: [NH2:1][C:2]1[C:3]2[C:10]([C:11]3[CH:12]=[CH:13][C:14]([O:17][C:18]4[CH:23]=[CH:22][CH:21]=[CH:20][CH:19]=4)=[CH:15][CH:16]=3)=[CH:9][N:8]([CH:41]3[CH2:37][CH2:38][N:39]([C:42]([O:44][C:45]([CH3:48])([CH3:47])[CH3:46])=[O:43])[CH2:40]3)[C:4]=2[N:5]=[CH:6][N:7]=1. (5) Given the reactants [CH:1]1([NH2:7])[CH2:6][CH2:5][CH2:4][CH2:3][CH2:2]1.Cl[C:9]1[C:14]([C:15]([O:17][CH2:18][CH3:19])=[O:16])=[CH:13][N:12]=[C:11]2[N:20]([CH2:23][CH3:24])[N:21]=[CH:22][C:10]=12, predict the reaction product. The product is: [CH:1]1([NH:7][C:9]2[C:14]([C:15]([O:17][CH2:18][CH3:19])=[O:16])=[CH:13][N:12]=[C:11]3[N:20]([CH2:23][CH3:24])[N:21]=[CH:22][C:10]=23)[CH2:6][CH2:5][CH2:4][CH2:3][CH2:2]1. (6) Given the reactants [N+:1]([C:4]1[CH:15]=[CH:14][C:7]2[NH:8][C:9](=[O:13])[CH2:10][CH2:11][CH2:12][C:6]=2[CH:5]=1)([O-:3])=[O:2].[H-].[Na+].BrC[CH2:20][CH2:21][O:22][CH3:23], predict the reaction product. The product is: [CH3:23][O:22][CH2:21][CH2:20][N:8]1[C:9](=[O:13])[CH2:10][CH2:11][CH2:12][C:6]2[CH:5]=[C:4]([N+:1]([O-:3])=[O:2])[CH:15]=[CH:14][C:7]1=2.